This data is from Reaction yield outcomes from USPTO patents with 853,638 reactions. The task is: Predict the reaction yield, written as a fraction of the theoretical maximum amount of product (1.0 means a 100% yield; for example, 0.34 means a 34% yield). The reactants are [CH:1]1([CH2:4][OH:5])[CH2:3][CH2:2]1.F[C:7]1[CH:8]=[C:9]([CH3:16])[CH:10]=[CH:11][C:12]=1[N+:13]([O-:15])=[O:14].[CH:17]1([CH2:20][O:21][C:22]2[CH:28]=[C:27]([CH3:29])[CH:26]=[CH:25][C:23]=2[NH2:24])[CH2:19][CH2:18]1.[NH2:30][C:31]1[S:32][CH:33]=[CH:34][N:35]=1. No catalyst specified. The product is [CH:1]1([CH2:4][O:5][C:7]2[CH:8]=[C:9]([CH3:16])[CH:10]=[CH:11][C:12]=2[N+:13]([O-:15])=[O:14])[CH2:3][CH2:2]1.[CH:17]1([CH2:20][O:21][C:22]2[CH:28]=[C:27]([CH3:29])[CH:26]=[CH:25][C:23]=2[NH:24][C:4]([NH:30][C:31]2[S:32][CH:33]=[CH:34][N:35]=2)=[O:5])[CH2:18][CH2:19]1. The yield is 0.750.